From a dataset of Reaction yield outcomes from USPTO patents with 853,638 reactions. Predict the reaction yield, written as a fraction of the theoretical maximum amount of product (1.0 means a 100% yield; for example, 0.34 means a 34% yield). (1) The reactants are [Br:1][C:2]1[CH:7]=[C:6]([S:8]([CH3:11])(=[O:10])=[O:9])[CH:5]=[CH:4][C:3]=1[OH:12].[C:13]([O-])([O-])=O.[K+].[K+].CI. The catalyst is CN(C=O)C. The product is [Br:1][C:2]1[CH:7]=[C:6]([S:8]([CH3:11])(=[O:9])=[O:10])[CH:5]=[CH:4][C:3]=1[O:12][CH3:13]. The yield is 0.630. (2) The catalyst is C(#N)C.CO. The product is [C:10]([NH:9][C:6]1[C:5]([NH:13][C:14]2[CH:15]=[CH:16][C:17]([N:20]3[CH2:21][CH2:22][N:23]([CH2:26][C:27]([CH3:34])([CH3:32])[C:28]([O:30][CH3:31])=[O:29])[CH2:24][CH2:25]3)=[CH:18][CH:19]=2)=[CH:4][C:3]([O:2][CH3:1])=[N:8][CH:7]=1)(=[O:12])[CH3:11]. The yield is 0.300. The reactants are [CH3:1][O:2][C:3]1[N:8]=[CH:7][C:6]([NH:9][C:10](=[O:12])[CH3:11])=[C:5]([NH:13][C:14]2[CH:19]=[CH:18][C:17]([N:20]3[CH2:25][CH2:24][NH:23][CH2:22][CH2:21]3)=[CH:16][CH:15]=2)[CH:4]=1.[CH3:26][C:27]([CH3:34])([CH:32]=O)[C:28]([O:30][CH3:31])=[O:29].C(O[BH-](OC(=O)C)OC(=O)C)(=O)C.[Na+].C(=O)([O-])O.[Na+]. (3) The reactants are Cl[C:2]1[C:11]2[C:6](=[CH:7][CH:8]=[CH:9][CH:10]=2)[N:5]=[C:4]([C:12]2[CH:17]=[CH:16][CH:15]=[CH:14][C:13]=2[OH:18])[N:3]=1.[NH:19]1[CH2:24][CH2:23][CH:22]([NH:25][C:26](=[O:32])[O:27][C:28]([CH3:31])([CH3:30])[CH3:29])[CH2:21][CH2:20]1.C(N(CC)CC)C. The product is [OH:18][C:13]1[CH:14]=[CH:15][CH:16]=[CH:17][C:12]=1[C:4]1[N:3]=[C:2]([N:19]2[CH2:20][CH2:21][CH:22]([NH:25][C:26](=[O:32])[O:27][C:28]([CH3:30])([CH3:29])[CH3:31])[CH2:23][CH2:24]2)[C:11]2[C:6](=[CH:7][CH:8]=[CH:9][CH:10]=2)[N:5]=1. The yield is 1.00. The catalyst is C(Cl)Cl. (4) The reactants are [NH:1]1[C:5]2[CH:6]=[CH:7][CH:8]=[CH:9][C:4]=2[N:3]=[C:2]1[CH2:10][N:11]([CH:21]1[C:30]2[N:29]=[CH:28][CH:27]=[CH:26][C:25]=2[CH2:24][CH2:23][CH2:22]1)[CH2:12][C:13]1[CH:18]=[CH:17][C:16]([CH2:19][NH2:20])=[CH:15][CH:14]=1.[CH:31](=O)[C:32]1[C:33](=[CH:35][CH:36]=[CH:37][CH:38]=1)[OH:34].[BH-](OC(C)=O)(OC(C)=O)OC(C)=O.[Na+]. The catalyst is C(Cl)Cl. The product is [OH:34][C:33]1[CH:35]=[CH:36][CH:37]=[CH:38][C:32]=1[CH2:31][NH:20][CH2:19][C:16]1[CH:15]=[CH:14][C:13]([CH2:12][N:11]([CH2:10][C:2]2[NH:3][C:4]3[CH:9]=[CH:8][CH:7]=[CH:6][C:5]=3[N:1]=2)[CH:21]2[C:30]3[N:29]=[CH:28][CH:27]=[CH:26][C:25]=3[CH2:24][CH2:23][CH2:22]2)=[CH:18][CH:17]=1. The yield is 0.540. (5) The reactants are [Br:1][CH2:2][C:3]1[CH:8]=[CH:7][CH:6]=[C:5]([F:9])[C:4]=1[CH2:10]Br.[C:12]1([N:17]2[CH2:21][CH2:20][CH2:19][CH2:18]2)[CH2:16][CH2:15][CH2:14][CH:13]=1.CCN(C(C)C)C(C)C. The catalyst is CC#N. The product is [Br-:1].[F:9][C:5]1[C:4]2[CH2:10][CH:13]3[C:12](=[N+:17]4[CH2:21][CH2:20][CH2:19][CH2:18]4)[CH:16]([CH2:2][C:3]=2[CH:8]=[CH:7][CH:6]=1)[CH2:15][CH2:14]3. The yield is 0.190.